From a dataset of Catalyst prediction with 721,799 reactions and 888 catalyst types from USPTO. Predict which catalyst facilitates the given reaction. (1) Reactant: Br[C:2]1[C:3]([NH2:9])=[N:4][CH:5]=[C:6]([CH3:8])[CH:7]=1.CC1(C)C(C)(C)OB([C:18]2[CH:23]=[CH:22][C:21]([OH:24])=[CH:20][CH:19]=2)O1.C(=O)([O-])[O-].[Na+].[Na+]. Product: [NH2:9][C:3]1[C:2]([C:18]2[CH:23]=[CH:22][C:21]([OH:24])=[CH:20][CH:19]=2)=[CH:7][C:6]([CH3:8])=[CH:5][N:4]=1. The catalyst class is: 108. (2) Reactant: [C:1]([C:5]1[CH:10]=[CH:9][C:8]([C:11]2[C:19]3[O:20][CH2:21][O:22][C:18]=3[CH:17]=[C:16]3[C:12]=2[CH2:13][CH:14]([CH3:24])[C:15]3=O)=[CH:7][CH:6]=1)([CH3:4])([CH3:3])[CH3:2].[H-].[H-].[H-].[H-].[Li+].[Al+3].Cl. Product: [C:1]([C:5]1[CH:10]=[CH:9][C:8]([C:11]2[C:19]3[O:20][CH2:21][O:22][C:18]=3[CH:17]=[C:16]3[C:12]=2[CH2:13][C:14]([CH3:24])=[CH:15]3)=[CH:7][CH:6]=1)([CH3:4])([CH3:2])[CH3:3]. The catalyst class is: 28. (3) Reactant: [Cl:1][C:2]1[CH:3]=[C:4]([CH:13]=[C:14]([Cl:16])[CH:15]=1)[C:5]([NH:7][NH:8][C:9](=[O:12])[CH2:10][Cl:11])=O.C(Cl)(OCC1C=CC=CC=1)=O. Product: [Cl:11][CH2:10][C:9]1[O:12][C:5]([C:4]2[CH:3]=[C:2]([Cl:1])[CH:15]=[C:14]([Cl:16])[CH:13]=2)=[N:7][N:8]=1. The catalyst class is: 2.